This data is from Peptide-MHC class II binding affinity with 134,281 pairs from IEDB. The task is: Regression. Given a peptide amino acid sequence and an MHC pseudo amino acid sequence, predict their binding affinity value. This is MHC class II binding data. The peptide sequence is GEPIRFLLSYGEKDF. The MHC is HLA-DQA10501-DQB10201 with pseudo-sequence HLA-DQA10501-DQB10201. The binding affinity (normalized) is 0.433.